From a dataset of Peptide-MHC class II binding affinity with 134,281 pairs from IEDB. Regression. Given a peptide amino acid sequence and an MHC pseudo amino acid sequence, predict their binding affinity value. This is MHC class II binding data. (1) The peptide sequence is RNITGTSSTPEAVSL. The MHC is DRB1_0301 with pseudo-sequence DRB1_0301. The binding affinity (normalized) is 0.161. (2) The peptide sequence is TTSVIPAARLFKAFI. The MHC is DRB1_0901 with pseudo-sequence DRB1_0901. The binding affinity (normalized) is 0.472.